This data is from Retrosynthesis with 50K atom-mapped reactions and 10 reaction types from USPTO. The task is: Predict the reactants needed to synthesize the given product. (1) Given the product NNC(=O)CCc1c[nH]c2ccccc12, predict the reactants needed to synthesize it. The reactants are: CCOC(=O)CCc1c[nH]c2ccccc12.NN. (2) The reactants are: NCCc1ccccc1.O=C(O)CN1C(=O)[C@@H](NC(=O)c2cc3ccccc3[nH]2)[C@H](c2ccccc2)Sc2ccccc21. Given the product O=C(CN1C(=O)[C@@H](NC(=O)c2cc3ccccc3[nH]2)[C@H](c2ccccc2)Sc2ccccc21)NCCc1ccccc1, predict the reactants needed to synthesize it.